This data is from Full USPTO retrosynthesis dataset with 1.9M reactions from patents (1976-2016). The task is: Predict the reactants needed to synthesize the given product. (1) The reactants are: [F:1][C:2]1([F:10])[CH2:7][C@H:6]2[CH2:8][C@@H:3]1[CH2:4][C:5]2=[O:9].CCC(C)[BH-](C(C)CC)C(C)CC.[Li+].OO.[OH-].[Na+]. Given the product [F:1][C:2]1([F:10])[CH2:7][C@H:6]2[CH2:8][C@@H:3]1[CH2:4][C@H:5]2[OH:9], predict the reactants needed to synthesize it. (2) Given the product [CH:1]1([C:4]([N:6]2[CH2:10][CH2:9][C@@H:8]([CH2:11][N:12]3[C:16]([C:17]4[CH:22]=[CH:21][C:20]([C:23]5[CH:24]=[CH:25][C:26]([F:29])=[CH:27][CH:28]=5)=[CH:19][CH:18]=4)=[N:15][N:14]([CH2:32][C:33]4[CH:38]=[CH:37][CH:36]=[CH:35][CH:34]=4)[C:13]3=[O:30])[CH2:7]2)=[O:5])[CH2:3][CH2:2]1, predict the reactants needed to synthesize it. The reactants are: [CH:1]1([C:4]([N:6]2[CH2:10][CH2:9][C@@H:8]([CH2:11][N:12]3[C:16]([C:17]4[CH:22]=[CH:21][C:20]([C:23]5[CH:28]=[CH:27][C:26]([F:29])=[CH:25][CH:24]=5)=[CH:19][CH:18]=4)=[N:15][NH:14][C:13]3=[O:30])[CH2:7]2)=[O:5])[CH2:3][CH2:2]1.Br[CH2:32][C:33]1[CH:38]=[CH:37][CH:36]=[CH:35][CH:34]=1.C([O-])([O-])=O.[K+].[K+]. (3) Given the product [CH2:1]([O:3][C:4]([N:6]1[C:15]2[C:10](=[CH:11][C:12]([C:16]([F:17])([F:18])[F:19])=[CH:13][CH:14]=2)[C:9]([C@@H:20]([C:23]2[CH:24]=[C:25]([C:33]([F:34])([F:36])[F:35])[CH:26]=[C:27]([C:29]([F:30])([F:31])[F:32])[CH:28]=2)[CH2:21][O:22][C:46](=[O:48])[CH3:47])=[CH:8][C@H:7]1[CH2:37][CH3:38])=[O:5])[CH3:2], predict the reactants needed to synthesize it. The reactants are: [CH2:1]([O:3][C:4]([N:6]1[C:15]2[C:10](=[CH:11][C:12]([C:16]([F:19])([F:18])[F:17])=[CH:13][CH:14]=2)[C:9]([C@H:20]([C:23]2[CH:28]=[C:27]([C:29]([F:32])([F:31])[F:30])[CH:26]=[C:25]([C:33]([F:36])([F:35])[F:34])[CH:24]=2)[CH2:21][OH:22])=[CH:8][C@H:7]1[CH2:37][CH3:38])=[O:5])[CH3:2].C(N(CC)CC)C.[C:46](Cl)(=[O:48])[CH3:47]. (4) Given the product [CH3:34][O:33][C:29](=[O:32])[CH2:30][CH2:31][NH:1][C:2]1[CH:22]=[C:21]([C:23]2[N:27]=[C:26]([CH3:28])[O:25][N:24]=2)[CH:20]=[CH:19][C:3]=1[CH2:4][NH:5][C:6](=[O:18])[C:7]1[CH:12]=[C:11]([O:13][CH3:14])[C:10]([CH3:15])=[C:9]([O:16][CH3:17])[CH:8]=1, predict the reactants needed to synthesize it. The reactants are: [NH2:1][C:2]1[CH:22]=[C:21]([C:23]2[N:27]=[C:26]([CH3:28])[O:25][N:24]=2)[CH:20]=[CH:19][C:3]=1[CH2:4][NH:5][C:6](=[O:18])[C:7]1[CH:12]=[C:11]([O:13][CH3:14])[C:10]([CH3:15])=[C:9]([O:16][CH3:17])[CH:8]=1.[C:29]([O:33][CH3:34])(=[O:32])[CH:30]=[CH2:31].C(O)(=O)C. (5) Given the product [Cl:1][C:2]1[CH:3]=[C:4]([C:12]2[O:16][N:15]=[C:14]([C:17]3[CH:18]=[CH:19][C:20]([CH2:23][N:25]4[CH:29]=[CH:28][C:27]([C:30]([O:32][CH2:33][CH3:34])=[O:31])=[N:26]4)=[CH:21][CH:22]=3)[N:13]=2)[CH:5]=[CH:6][C:7]=1[O:8][CH:9]([CH3:10])[CH3:11], predict the reactants needed to synthesize it. The reactants are: [Cl:1][C:2]1[CH:3]=[C:4]([C:12]2[O:16][N:15]=[C:14]([C:17]3[CH:22]=[CH:21][C:20]([CH2:23]O)=[CH:19][CH:18]=3)[N:13]=2)[CH:5]=[CH:6][C:7]=1[O:8][CH:9]([CH3:11])[CH3:10].[NH:25]1[CH:29]=[CH:28][C:27]([C:30]([O:32][CH2:33][CH3:34])=[O:31])=[N:26]1.C(P(CCCC)CCCC)CCC.N(C(N(C)C)=O)=NC(N(C)C)=O.